Dataset: Cav3 T-type calcium channel HTS with 100,875 compounds. Task: Binary Classification. Given a drug SMILES string, predict its activity (active/inactive) in a high-throughput screening assay against a specified biological target. (1) The result is 0 (inactive). The drug is O1CCN(C(=O)N2CCN(CC2)C(=O)N(C)C)CC1. (2) The drug is O=C(N1CCCC1)c1nn(cc1[N+]([O-])=O)CC. The result is 0 (inactive). (3) The drug is S(c1n(nc(c1C#N)c1ccccc1)C)c1ccc(cc1)C. The result is 0 (inactive). (4) The result is 0 (inactive). The compound is S1C(CN=C1N(c1c(n(n(c1=O)c1ccccc1)C)C)C(=O)Nc1ccccc1)C.